From a dataset of Full USPTO retrosynthesis dataset with 1.9M reactions from patents (1976-2016). Predict the reactants needed to synthesize the given product. The reactants are: [F:1][C:2]([F:28])([F:27])[C:3]1[CH:4]=[CH:5][C:6]([O:9][C:10]2[CH:15]=[CH:14][C:13]([O:16][C:17]([N:19]3[CH2:24][CH2:23][CH:22]([CH2:25]O)[CH2:21][CH2:20]3)=[O:18])=[CH:12][CH:11]=2)=[N:7][CH:8]=1.[NH:29]1[CH:33]=[CH:32][N:31]=[C:30]1[SH:34]. Given the product [F:28][C:2]([F:1])([F:27])[C:3]1[CH:4]=[CH:5][C:6]([O:9][C:10]2[CH:11]=[CH:12][C:13]([O:16][C:17]([N:19]3[CH2:20][CH2:21][CH:22]([CH2:25][S:34][C:30]4[NH:29][CH:33]=[CH:32][N:31]=4)[CH2:23][CH2:24]3)=[O:18])=[CH:14][CH:15]=2)=[N:7][CH:8]=1, predict the reactants needed to synthesize it.